From a dataset of Full USPTO retrosynthesis dataset with 1.9M reactions from patents (1976-2016). Predict the reactants needed to synthesize the given product. (1) Given the product [F:26][C:13]1[C:14]([OH:18])=[N:15][CH:16]=[N:17][C:12]=1[OH:11], predict the reactants needed to synthesize it. The reactants are: CO/N=C(/C1OCCON=1)\C1C=CC=CC=1[O:11][C:12]1[N:17]=[CH:16][N:15]=[C:14]([O:18]C2C=CC=CC=2Cl)[C:13]=1[F:26].C(OCC)(=O)CC(OCC)=O.S(Cl)(Cl)(=O)=O.ClC(C(OCC)=O)C(OCC)=O.FC(C(OCC)=O)C(OCC)=O. (2) Given the product [S:1]([OH:5])([OH:4])(=[O:3])=[O:2].[C:6]([C:8]1[CH:13]=[CH:12][CH:11]=[CH:10][C:9]=1[C:14]1[C:15](=[O:32])[N:16]([C:26]2[CH:31]=[CH:30][CH:29]=[CH:28][CH:27]=2)[CH:17]=[C:18]([C:20]2[CH:25]=[CH:24][CH:23]=[CH:22][N:21]=2)[CH:19]=1)#[N:7], predict the reactants needed to synthesize it. The reactants are: [S:1](=[O:5])(=[O:4])([OH:3])[OH:2].[C:6]([C:8]1[CH:13]=[CH:12][CH:11]=[CH:10][C:9]=1[C:14]1[C:15](=[O:32])[N:16]([C:26]2[CH:31]=[CH:30][CH:29]=[CH:28][CH:27]=2)[CH:17]=[C:18]([C:20]2[CH:25]=[CH:24][CH:23]=[CH:22][N:21]=2)[CH:19]=1)#[N:7]. (3) Given the product [Cl:1][C:2]1[CH:3]=[CH:4][N:5]2[CH:10]=[C:9]([CH3:11])[N:8]([C:18]3[CH:17]=[CH:16][CH:15]=[C:14]([F:13])[CH:19]=3)[C:7](=[O:12])[C:6]=12, predict the reactants needed to synthesize it. The reactants are: [Cl:1][C:2]1[CH:3]=[CH:4][N:5]2[CH:10]=[C:9]([CH3:11])[NH:8][C:7](=[O:12])[C:6]=12.[F:13][C:14]1[CH:15]=[C:16](B(O)O)[CH:17]=[CH:18][CH:19]=1.N1C=CC=CC=1. (4) Given the product [N:12]1([CH2:11][CH2:10][C:6]2[CH:5]=[C:4]([NH2:1])[CH:9]=[CH:8][CH:7]=2)[CH2:17][CH2:16][CH2:15][CH2:14][CH2:13]1, predict the reactants needed to synthesize it. The reactants are: [N+:1]([C:4]1[CH:5]=[C:6]([CH2:10][CH2:11][N:12]2[CH2:17][CH2:16][CH2:15][CH2:14][CH2:13]2)[CH:7]=[CH:8][CH:9]=1)([O-])=O.[H][H].